From a dataset of Reaction yield outcomes from USPTO patents with 853,638 reactions. Predict the reaction yield, written as a fraction of the theoretical maximum amount of product (1.0 means a 100% yield; for example, 0.34 means a 34% yield). (1) The catalyst is ClCCl. The product is [C:21]([N:3]1[C:4]2[C:9](=[CH:8][C:7]([C:12]3[CH:13]=[N:14][N:15]([CH:17]4[CH2:20][O:19][CH2:18]4)[CH:16]=3)=[CH:6][CH:5]=2)[N:10]([C:27](=[O:28])[CH2:26][CH:25]([CH3:30])[CH3:24])[CH2:11][C@@H:2]1[CH3:1])(=[O:23])[CH3:22]. The yield is 0.420. The reactants are [CH3:1][C@H:2]1[CH2:11][NH:10][C:9]2[C:4](=[CH:5][CH:6]=[C:7]([C:12]3[CH:13]=[N:14][N:15]([CH:17]4[CH2:20][O:19][CH2:18]4)[CH:16]=3)[CH:8]=2)[N:3]1[C:21](=[O:23])[CH3:22].[CH3:24][CH:25]([CH3:30])[CH2:26][C:27](Cl)=[O:28].N1C=CC=CC=1. (2) The reactants are B.[I:2][C:3]1[CH:4]=[C:5]([CH2:9][C:10](O)=[O:11])[CH:6]=[CH:7][CH:8]=1.[Cl-].[NH4+]. The catalyst is C1COCC1. The product is [I:2][C:3]1[CH:4]=[C:5]([CH2:9][CH2:10][OH:11])[CH:6]=[CH:7][CH:8]=1. The yield is 0.920. (3) The reactants are [C:1]([O:20][CH2:21][C:22]([O:24]CC)=[O:23])([C:14]1[CH:19]=[CH:18][CH:17]=[CH:16][CH:15]=1)([C:8]1[CH:13]=[CH:12][CH:11]=[CH:10][CH:9]=1)[C:2]1[CH:7]=[CH:6][CH:5]=[CH:4][CH:3]=1.[OH-].[Na+]. The catalyst is CCO. The product is [C:1]([O:20][CH2:21][C:22]([OH:24])=[O:23])([C:8]1[CH:9]=[CH:10][CH:11]=[CH:12][CH:13]=1)([C:14]1[CH:19]=[CH:18][CH:17]=[CH:16][CH:15]=1)[C:2]1[CH:3]=[CH:4][CH:5]=[CH:6][CH:7]=1. The yield is 0.980. (4) The reactants are [CH:1]1([NH:4][C:5](=[O:25])[C:6]2[CH:11]=[CH:10][C:9]([C:12]3[N:16]4[CH:17]=[C:18]([Br:22])[N:19]=[C:20](Br)[C:15]4=[N:14][C:13]=3[CH2:23][OH:24])=[CH:8][CH:7]=2)[CH2:3][CH2:2]1.[CH3:26][CH:27]([CH3:30])[CH2:28][NH2:29].C1(C)C=CC=CC=1. The catalyst is CN(C)C=O. The product is [Br:22][C:18]1[N:19]=[C:20]([NH:29][CH2:28][CH:27]([CH3:30])[CH3:26])[C:15]2[N:16]([C:12]([C:9]3[CH:8]=[CH:7][C:6]([C:5]([NH:4][CH:1]4[CH2:3][CH2:2]4)=[O:25])=[CH:11][CH:10]=3)=[C:13]([CH2:23][OH:24])[N:14]=2)[CH:17]=1. The yield is 0.830. (5) The reactants are [Cl:1][C:2]1[N:7]=[C:6]([NH:8][CH3:9])[C:5]([CH2:10][OH:11])=[CH:4][N:3]=1. The catalyst is C1COCC1.O=[Mn]=O. The product is [Cl:1][C:2]1[N:7]=[C:6]([NH:8][CH3:9])[C:5]([CH:10]=[O:11])=[CH:4][N:3]=1. The yield is 0.320. (6) The reactants are [CH3:1][O:2][C:3]1[CH:4]=[CH:5][C:6]2N=CC=[C:9]([C@H:13](O)[C@@H]3N4C[C@H](C=C)C(CC4)C3)[C:7]=2[CH:8]=1.[O:25]=[C:26]1[O:33][C:32](=[O:34])[CH:31]2[CH2:35][CH:27]1[CH2:28][N:29]([C:36]([O:38][C:39]([CH3:42])([CH3:41])[CH3:40])=[O:37])[CH2:30]2.CO.C(O)(=O)CC(CC(O)=O)(C(O)=O)O. The catalyst is C(OCC)(=O)C.O1CCCC1. The product is [C:7]1([C@H:9]([NH2:29])[CH3:13])[CH:6]=[CH:5][CH:4]=[CH:3][CH:8]=1.[C:39]([O:38][C:36]([N:29]1[CH2:30][C@H:31]([C:32]([O:2][CH3:1])=[O:34])[CH2:35][C@H:27]([C:26]([OH:33])=[O:25])[CH2:28]1)=[O:37])([CH3:42])([CH3:41])[CH3:40]. The yield is 0.696.